From a dataset of Catalyst prediction with 721,799 reactions and 888 catalyst types from USPTO. Predict which catalyst facilitates the given reaction. (1) Reactant: Cl[C:2]1[C:7]([F:8])=[C:6]([CH2:9][CH3:10])[N:5]=[CH:4][N:3]=1.C(#N)C.[Cl:14][C:15]1[CH:20]=[CH:19][C:18]([SH:21])=[CH:17][CH:16]=1.C(N(C(C)C)CC)(C)C. Product: [Cl:14][C:15]1[CH:20]=[CH:19][C:18]([S:21][C:2]2[C:7]([F:8])=[C:6]([CH2:9][CH3:10])[N:5]=[CH:4][N:3]=2)=[CH:17][CH:16]=1. The catalyst class is: 229. (2) Reactant: [H-].[Al+3].[Li+].[H-].[H-].[H-].[N+:7](/[CH:10]=[CH:11]/[C:12]1[CH:16]=[N:15][N:14]2[CH2:17][CH2:18][N:19](C=O)[C:13]=12)([O-])=O.[F-].[Na+].O. Product: [NH:19]1[C:13]2[N:14]([N:15]=[CH:16][C:12]=2[CH2:11][CH2:10][NH2:7])[CH2:17][CH2:18]1. The catalyst class is: 7. (3) Reactant: [CH3:1][C@@:2]1([C:7]([OH:9])=[O:8])[CH2:6][CH2:5][CH2:4][NH:3]1.[C:10](Cl)(=[O:12])[CH3:11].C(N(CC)C(C)C)(C)C. Product: [C:10]([N:3]1[CH2:4][CH2:5][CH2:6][C@@:2]1([CH3:1])[C:7]([OH:9])=[O:8])(=[O:12])[CH3:11]. The catalyst class is: 80. (4) Reactant: [CH3:1][O:2][C:3]1[CH:8]=[CH:7][C:6]([N:9]2[C:13]3([CH2:18][CH2:17][NH:16][CH2:15][CH2:14]3)[C:12](=[O:19])[NH:11][CH2:10]2)=[CH:5][CH:4]=1.C(N(C(C)C)CCN)(C)C.[C:30](O[C:30]([O:32][C:33]([CH3:36])([CH3:35])[CH3:34])=[O:31])([O:32][C:33]([CH3:36])([CH3:35])[CH3:34])=[O:31]. Product: [CH3:1][O:2][C:3]1[CH:8]=[CH:7][C:6]([N:9]2[C:13]3([CH2:18][CH2:17][N:16]([C:30]([O:32][C:33]([CH3:36])([CH3:35])[CH3:34])=[O:31])[CH2:15][CH2:14]3)[C:12](=[O:19])[NH:11][CH2:10]2)=[CH:5][CH:4]=1. The catalyst class is: 4. (5) Reactant: C(=O)C1C=CC=CC=1.[O:9]1[C:13]2([CH2:18][CH2:17][N:16]([C:19]3[CH:26]=[CH:25][C:22]([CH:23]=O)=[CH:21][CH:20]=3)[CH2:15][CH2:14]2)[O:12][CH2:11][CH2:10]1.[S:27]1[CH2:31][C:30](=[O:32])[NH:29][C:28]1=[O:33].N1CCCCC1. Product: [O:9]1[C:13]2([CH2:18][CH2:17][N:16]([C:19]3[CH:26]=[CH:25][C:22]([CH:23]=[C:31]4[S:27][C:28](=[O:33])[NH:29][C:30]4=[O:32])=[CH:21][CH:20]=3)[CH2:15][CH2:14]2)[O:12][CH2:11][CH2:10]1. The catalyst class is: 8.